Dataset: Reaction yield outcomes from USPTO patents with 853,638 reactions. Task: Predict the reaction yield, written as a fraction of the theoretical maximum amount of product (1.0 means a 100% yield; for example, 0.34 means a 34% yield). (1) The reactants are [CH:1]1([C:7]2[C:15]3[C:10](=[CH:11][C:12]([C:16]([O:18]C)=[O:17])=[CH:13][CH:14]=3)[N:9](C(OC(C)(C)C)=O)[C:8]=2[C:27]2[CH:32]=[CH:31][CH:30]=[C:29]([CH2:33][CH2:34][N:35]([CH3:37])[CH3:36])[CH:28]=2)[CH2:6][CH2:5][CH2:4][CH2:3][CH2:2]1.C(O)(C(F)(F)F)=O.C(Cl)Cl.[H-].[Na+].Cl[CH2:51][C:52]([N:54]([CH3:56])[CH3:55])=[O:53].B(Br)(Br)Br. The yield is 0.300. The product is [CH:1]1([C:7]2[C:15]3[C:10](=[CH:11][C:12]([C:16]([OH:18])=[O:17])=[CH:13][CH:14]=3)[N:9]([CH2:51][C:52]([N:54]([CH3:56])[CH3:55])=[O:53])[C:8]=2[C:27]2[CH:32]=[CH:31][CH:30]=[C:29]([CH2:33][CH2:34][N:35]([CH3:36])[CH3:37])[CH:28]=2)[CH2:2][CH2:3][CH2:4][CH2:5][CH2:6]1. The catalyst is CN(C=O)C. (2) The product is [CH2:29]([O:28][C:21]([C:22]1[O:41][C:39](=[O:40])[C:38]2[C:15]([CH:16]=1)=[CH:11][CH:10]=[CH:12][C:33]=2[O:34][CH2:46][O:47][CH3:48])=[O:27])[CH3:30]. No catalyst specified. The reactants are C([Li])CCC.C(N[CH:10]([CH3:12])[CH3:11])(C)C.CN(C)[CH2:15][CH2:16]N(C)C.[C:21]([O:28][CH2:29][CH3:30])(=[O:27])[C:22](OCC)=O.C(O)(=O)C[C:33]([CH2:38][C:39]([OH:41])=[O:40])(C(O)=O)[OH:34].C1[CH2:48][O:47][CH2:46]C1. The yield is 0.320. (3) The reactants are C([O:8][C:9]([C@H:11]1[CH2:15][CH2:14][CH2:13][N:12]1[C:16](=[O:37])[CH2:17][CH2:18][CH2:19][C:20]([N:22]1[CH2:26][CH2:25][CH2:24][C@@H:23]1[C:27]([O:29]CC1C=CC=CC=1)=[O:28])=[O:21])=[O:10])C1C=CC=CC=1. The catalyst is C(O)C.[Pd]. The product is [C:27]([C@H:23]1[CH2:24][CH2:25][CH2:26][N:22]1[C:20](=[O:21])[CH2:19][CH2:18][CH2:17][C:16]([N:12]1[CH2:13][CH2:14][CH2:15][C@@H:11]1[C:9]([OH:10])=[O:8])=[O:37])([OH:29])=[O:28]. The yield is 0.460. (4) The yield is 0.940. The reactants are [F:1][C:2]1[CH:3]=[C:4]([Mg]Br)[CH:5]=[CH:6][CH:7]=1.Br[C:11]1[CH:16]=[CH:15][C:14]([CH:17]([OH:22])[C:18]([F:21])([F:20])[F:19])=[CH:13][CH:12]=1.C(O)(C(F)(F)F)=O. The catalyst is C1COCC1.C1C=CC([P]([Pd]([P](C2C=CC=CC=2)(C2C=CC=CC=2)C2C=CC=CC=2)([P](C2C=CC=CC=2)(C2C=CC=CC=2)C2C=CC=CC=2)[P](C2C=CC=CC=2)(C2C=CC=CC=2)C2C=CC=CC=2)(C2C=CC=CC=2)C2C=CC=CC=2)=CC=1. The product is [F:19][C:18]([F:20])([F:21])[CH:17]([C:14]1[CH:15]=[CH:16][C:11]([C:4]2[CH:5]=[CH:6][CH:7]=[C:2]([F:1])[CH:3]=2)=[CH:12][CH:13]=1)[OH:22]. (5) The reactants are [C:1]([OH:9])(=O)[C:2]1[CH:7]=[CH:6][CH:5]=[N:4][CH:3]=1.C1C=CC2N(O)N=NC=2C=1.CCN=C=NCCCN(C)C.CCN(CC)CC.[CH3:38][O:39][C:40]1[CH:49]=[C:48]([O:50][CH3:51])[CH:47]=[C:46]2[C:41]=1[C:42](=[O:64])[NH:43][C:44]([C:52]1[CH:57]=[CH:56][C:55]([N:58]3[CH2:63][CH2:62][NH:61][CH2:60][CH2:59]3)=[CH:54][CH:53]=1)=[N:45]2. The catalyst is C1COCC1. The product is [CH3:38][O:39][C:40]1[CH:49]=[C:48]([O:50][CH3:51])[CH:47]=[C:46]2[C:41]=1[C:42](=[O:64])[NH:43][C:44]([C:52]1[CH:57]=[CH:56][C:55]([N:58]3[CH2:59][CH2:60][N:61]([C:1](=[O:9])[C:2]4[CH:7]=[CH:6][CH:5]=[N:4][CH:3]=4)[CH2:62][CH2:63]3)=[CH:54][CH:53]=1)=[N:45]2. The yield is 0.190. (6) The reactants are [CH3:1][O:2][C:3](=[O:16])[C:4]1[CH:9]=[C:8]([F:10])[CH:7]=[C:6]([N+:11]([O-:13])=[O:12])[C:5]=1[CH2:14]Br.CN(C)C=O.[N-:22]=[N+:23]=[N-:24].[Na+]. The catalyst is O. The product is [CH3:1][O:2][C:3](=[O:16])[C:4]1[CH:9]=[C:8]([F:10])[CH:7]=[C:6]([N+:11]([O-:13])=[O:12])[C:5]=1[CH2:14][N:22]=[N+:23]=[N-:24]. The yield is 0.958. (7) The reactants are [NH:1]1[CH2:11][CH2:10][CH:4](C(OCC)=O)[CH2:3][CH2:2]1.[C:12](O[C:12]([O:14][C:15]([CH3:18])([CH3:17])[CH3:16])=[O:13])([O:14][C:15]([CH3:18])([CH3:17])[CH3:16])=[O:13]. The catalyst is C1COCC1. The product is [C:12]([N:1]1[CH2:2][CH2:3][CH2:4][CH2:10][CH2:11]1)([O:14][C:15]([CH3:18])([CH3:17])[CH3:16])=[O:13]. The yield is 1.00. (8) The yield is 0.798. The reactants are [H-].[Na+].[N+:3]([C:6]1[CH:7]=[C:8]2[C:12](=[CH:13][CH:14]=1)[NH:11][CH:10]=[CH:9]2)([O-:5])=[O:4].[C:15]1([N:21]=[C:22]=[O:23])[CH:20]=[CH:19][CH:18]=[CH:17][CH:16]=1.O. The product is [C:15]1([NH:21][C:22]([N:11]2[C:12]3[C:8](=[CH:7][C:6]([N+:3]([O-:5])=[O:4])=[CH:14][CH:13]=3)[CH:9]=[CH:10]2)=[O:23])[CH:20]=[CH:19][CH:18]=[CH:17][CH:16]=1. The catalyst is CN(C)C=O.